Dataset: Catalyst prediction with 721,799 reactions and 888 catalyst types from USPTO. Task: Predict which catalyst facilitates the given reaction. (1) Reactant: N[C:2]1[C:7]([Br:8])=[CH:6][C:5]([N+:9]([O-:11])=[O:10])=[CH:4][C:3]=1[OH:12].S(=O)(=O)(O)O.N([O-])=O.[Na+]. Product: [Br:8][C:7]1[CH:2]=[C:3]([OH:12])[CH:4]=[C:5]([N+:9]([O-:11])=[O:10])[CH:6]=1. The catalyst class is: 14. (2) Reactant: C(=O)([O-])O.[Na+].[I:6]N1C(=O)CCC1=O.[CH2:14]([N:21]1[C:25]2[N:26]=[C:27]([C:33]3[CH:38]=[CH:37][C:36]([F:39])=[C:35]([C:40]([O:42][CH3:43])=[O:41])[CH:34]=3)[CH:28]=[C:29]([C:30]([OH:32])=[O:31])[C:24]=2[CH:23]=[N:22]1)[C:15]1[CH:20]=[CH:19][CH:18]=[CH:17][CH:16]=1. Product: [CH2:14]([N:21]1[C:25]2[N:26]=[C:27]([C:33]3[CH:38]=[CH:37][C:36]([F:39])=[C:35]([C:40]([O:42][CH3:43])=[O:41])[CH:34]=3)[CH:28]=[C:29]([C:30]([OH:32])=[O:31])[C:24]=2[C:23]([I:6])=[N:22]1)[C:15]1[CH:20]=[CH:19][CH:18]=[CH:17][CH:16]=1. The catalyst class is: 12. (3) Reactant: Cl[C:2]1[N:7]2[N:8]=[C:9]([C:23]3[N:24]=[C:25]([CH3:28])[S:26][CH:27]=3)[C:10]([C:11]3[CH:16]=[CH:15][N:14]=[C:13]([NH:17][CH:18]4[CH2:22][CH2:21][CH2:20][CH2:19]4)[CH:12]=3)=[C:6]2[CH:5]=[CH:4][CH:3]=1.[CH:29]1([NH2:34])[CH2:33][CH2:32][CH2:31][CH2:30]1. Product: [CH:29]1([NH:34][C:2]2[N:7]3[N:8]=[C:9]([C:23]4[N:24]=[C:25]([CH3:28])[S:26][CH:27]=4)[C:10]([C:11]4[CH:16]=[CH:15][N:14]=[C:13]([NH:17][CH:18]5[CH2:22][CH2:21][CH2:20][CH2:19]5)[CH:12]=4)=[C:6]3[CH:5]=[CH:4][CH:3]=2)[CH2:33][CH2:32][CH2:31][CH2:30]1. The catalyst class is: 13. (4) Reactant: [CH2:1]([CH:3]1[CH2:7][CH2:6][C:5](=[O:8])[CH2:4]1)[CH3:2].[Li+].CC([N-]C(C)C)C.[F:17][C:18]([F:37])([F:36])[S:19](N(C1C=CC=CC=1)[S:19]([C:18]([F:37])([F:36])[F:17])(=[O:21])=[O:20])(=[O:21])=[O:20]. Product: [F:17][C:18]([F:37])([F:36])[S:19]([O:8][C:5]1[CH2:6][CH2:7][CH:3]([CH2:1][CH3:2])[CH:4]=1)(=[O:21])=[O:20]. The catalyst class is: 1. (5) Reactant: CS(O[C:6]1[CH:11]=[CH:10][CH:9]=[C:8]([C:12]2[S:13][C:14]3[CH:22]=[CH:21][CH:20]=[CH:19][C:15]=3[C:16](=[O:18])[N:17]=2)[N:7]=1)(=O)=O.[CH2:23]([N:25]([CH2:28][CH3:29])[CH2:26][CH3:27])C.[C:30]1([CH:36]2CCNCC2)[CH:35]=[CH:34][CH:33]=[CH:32][CH:31]=1.C(OCC)(=O)C. Product: [C:30]1([CH:36]2[CH2:29][CH2:28][N:25]([CH2:23][C:6]3[N:7]=[C:8]([C:12]4[S:13][C:14]5[CH:22]=[CH:21][CH:20]=[CH:19][C:15]=5[C:16](=[O:18])[N:17]=4)[CH:9]=[CH:10][CH:11]=3)[CH2:26][CH2:27]2)[CH:35]=[CH:34][CH:33]=[CH:32][CH:31]=1. The catalyst class is: 18. (6) Reactant: [Cl:1][C:2]1[N:7]2[N:8]=[CH:9][CH:10]=[C:6]2[N:5]=[C:4]([NH2:11])[CH:3]=1.[Cl:12][C:13]1[N:18]2[N:19]=[C:20]([CH3:22])[CH:21]=[C:17]2[N:16]=[C:15]([NH2:23])[CH:14]=1.[C:24]([C:28]1[CH:36]=[CH:35][C:31]([C:32](Cl)=[O:33])=[CH:30][CH:29]=1)([CH3:27])([CH3:26])[CH3:25]. Product: [C:24]([C:28]1[CH:29]=[CH:30][C:31]([C:32]([NH:11][C:4]2[CH:3]=[C:2]([Cl:1])[N:7]3[N:8]=[CH:9][CH:10]=[C:6]3[N:5]=2)=[O:33])=[CH:35][CH:36]=1)([CH3:27])([CH3:25])[CH3:26].[C:24]([C:28]1[CH:29]=[CH:30][C:31]([C:32]([NH:23][C:15]2[CH:14]=[C:13]([Cl:12])[N:18]3[N:19]=[C:20]([CH3:22])[CH:21]=[C:17]3[N:16]=2)=[O:33])=[CH:35][CH:36]=1)([CH3:27])([CH3:25])[CH3:26]. The catalyst class is: 17.